From a dataset of Reaction yield outcomes from USPTO patents with 853,638 reactions. Predict the reaction yield, written as a fraction of the theoretical maximum amount of product (1.0 means a 100% yield; for example, 0.34 means a 34% yield). The reactants are [Cl:1][C:2]1[N:7]=[C:6]([C:8]([OH:10])=[O:9])[C:5]([F:11])=[CH:4][CH:3]=1.ClC(Cl)(Cl)C(=N)O[C:16]([CH3:19])([CH3:18])[CH3:17].B(F)(F)F. The catalyst is C(Cl)Cl.C(OCC)C. The product is [Cl:1][C:2]1[N:7]=[C:6]([C:8]([O:10][C:16]([CH3:19])([CH3:18])[CH3:17])=[O:9])[C:5]([F:11])=[CH:4][CH:3]=1. The yield is 0.710.